The task is: Predict which catalyst facilitates the given reaction.. This data is from Catalyst prediction with 721,799 reactions and 888 catalyst types from USPTO. Reactant: [F:1][CH:2]([F:10])[C:3]1[CH:8]=[CH:7][N+:6]([O-])=[CH:5][CH:4]=1.F[P-](F)(F)(F)(F)F.Br[P+](N1CCCC1)(N1CCCC1)N1CCCC1.C(N(CC)CC)C.[C:42]([NH2:46])([CH3:45])([CH3:44])[CH3:43]. Product: [C:42]([NH:46][C:7]1[CH:8]=[C:3]([CH:2]([F:10])[F:1])[CH:4]=[CH:5][N:6]=1)([CH3:45])([CH3:44])[CH3:43]. The catalyst class is: 279.